Task: Regression. Given a peptide amino acid sequence and an MHC pseudo amino acid sequence, predict their binding affinity value. This is MHC class II binding data.. Dataset: Peptide-MHC class II binding affinity with 134,281 pairs from IEDB (1) The peptide sequence is SERPAIVPPADKYRT. The MHC is DRB1_0301 with pseudo-sequence DRB1_0301. The binding affinity (normalized) is 0.158. (2) The peptide sequence is EGAVAVRRKRALSAT. The MHC is DRB1_1501 with pseudo-sequence DRB1_1501. The binding affinity (normalized) is 0.328. (3) The binding affinity (normalized) is 0.312. The MHC is HLA-DQA10501-DQB10201 with pseudo-sequence HLA-DQA10501-DQB10201. The peptide sequence is FNIQYVNYWFAPGAA. (4) The peptide sequence is RNTRNLTYIDPDALKE. The MHC is DRB1_0701 with pseudo-sequence DRB1_0701. The binding affinity (normalized) is 0.0133. (5) The peptide sequence is GNGWMIKETACLSKA. The MHC is DRB1_0901 with pseudo-sequence DRB1_0901. The binding affinity (normalized) is 0.483.